Dataset: TCR-epitope binding with 47,182 pairs between 192 epitopes and 23,139 TCRs. Task: Binary Classification. Given a T-cell receptor sequence (or CDR3 region) and an epitope sequence, predict whether binding occurs between them. (1) The epitope is LLSAGIFGA. The TCR CDR3 sequence is CASSLISGGDNEQFF. Result: 1 (the TCR binds to the epitope). (2) The epitope is YLDAYNMMI. The TCR CDR3 sequence is CASSLGLLAEQFF. Result: 1 (the TCR binds to the epitope). (3) The epitope is RLDKVEAEV. The TCR CDR3 sequence is CASSPPFTGTARQETQYF. Result: 0 (the TCR does not bind to the epitope). (4) The TCR CDR3 sequence is CASSVPGLAAEQYF. Result: 0 (the TCR does not bind to the epitope). The epitope is IPSINVHHY. (5) The epitope is KLMNIQQKL. The TCR CDR3 sequence is CSVMGTINEQFF. Result: 0 (the TCR does not bind to the epitope). (6) The epitope is KLPDDFTGCV. The TCR CDR3 sequence is CASSHASGGTDTQYF. Result: 1 (the TCR binds to the epitope).